From a dataset of Peptide-MHC class I binding affinity with 185,985 pairs from IEDB/IMGT. Regression. Given a peptide amino acid sequence and an MHC pseudo amino acid sequence, predict their binding affinity value. This is MHC class I binding data. The peptide sequence is DFAHEAPGFL. The MHC is H-2-Kd with pseudo-sequence H-2-Kd. The binding affinity (normalized) is 0.